From a dataset of Full USPTO retrosynthesis dataset with 1.9M reactions from patents (1976-2016). Predict the reactants needed to synthesize the given product. (1) Given the product [N:1]1[C:9]2[C:4](=[N:5][CH:6]=[CH:7][CH:8]=2)[N:3]([CH2:10][C:11]2[CH:21]=[CH:20][C:14]3[N:15]=[C:16]([NH:31][C@@H:24]4[C:25]5[C:30](=[CH:29][CH:28]=[CH:27][CH:26]=5)[CH2:22][C@H:23]4[OH:32])[O:17][C:13]=3[CH:12]=2)[CH:2]=1, predict the reactants needed to synthesize it. The reactants are: [N:1]1[C:9]2[C:4](=[N:5][CH:6]=[CH:7][CH:8]=2)[N:3]([CH2:10][C:11]2[CH:21]=[CH:20][C:14]3[N:15]=[C:16](SC)[O:17][C:13]=3[CH:12]=2)[CH:2]=1.[CH2:22]1[C:30]2[C:25](=[CH:26][CH:27]=[CH:28][CH:29]=2)[C@@H:24]([NH2:31])[C@@H:23]1[OH:32].CCN(C(C)C)C(C)C. (2) The reactants are: C[O:2][C:3]1[N:8]=[CH:7][C:6]([CH2:9][NH:10][C:11]2[CH:37]=[CH:36][CH:35]=[CH:34][C:12]=2[C:13]([NH:15][C:16]2[CH:21]=[CH:20][C:19]([CH2:22][N:23]3[CH2:28][CH2:27][N:26]([CH3:29])[CH2:25][CH2:24]3)=[C:18]([C:30]([F:33])([F:32])[F:31])[CH:17]=2)=[O:14])=[CH:5][CH:4]=1.[Si](Cl)(C)(C)C.N[C@H](C(O)=O)CC1C=C2C(C=CC=C2)=CC=1. Given the product [O:2]=[C:3]1[NH:8][CH:7]=[C:6]([CH2:9][NH:10][C:11]2[CH:37]=[CH:36][CH:35]=[CH:34][C:12]=2[C:13]([NH:15][C:16]2[CH:21]=[CH:20][C:19]([CH2:22][N:23]3[CH2:28][CH2:27][N:26]([CH3:29])[CH2:25][CH2:24]3)=[C:18]([C:30]([F:33])([F:32])[F:31])[CH:17]=2)=[O:14])[CH:5]=[CH:4]1, predict the reactants needed to synthesize it. (3) Given the product [Cl:2][C:3]1[C:12]2[C:7](=[CH:8][CH:9]=[CH:10][CH:11]=2)[C:6]2=[N:13][N:14]=[C:22]([C:23]3[CH:28]=[CH:27][CH:26]=[CH:25][CH:24]=3)[N:5]2[N:4]=1, predict the reactants needed to synthesize it. The reactants are: Cl.[Cl:2][C:3]1[C:12]2[C:7](=[CH:8][CH:9]=[CH:10][CH:11]=2)[C:6]([NH:13][NH2:14])=[N:5][N:4]=1.C(N(CC)CC)C.[C:22](Cl)(=O)[C:23]1[CH:28]=[CH:27][CH:26]=[CH:25][CH:24]=1. (4) Given the product [C@@H:11]1([C:12]([Cl:14])=[O:13])[CH2:3][CH2:2][C@H:1]1[C:8]([Cl:18])=[O:10], predict the reactants needed to synthesize it. The reactants are: [C@@H:1]1([C:8]([OH:10])=O)C[CH2:3][C@H:2]1C(O)=O.[C:11](Cl)(=O)[C:12]([Cl:14])=[O:13].C(Cl)[Cl:18]. (5) Given the product [CH3:21][O:20][N:19]([CH3:18])[C:7](=[O:9])[C:6]1[CH:10]=[C:2]([CH3:1])[C:3]([O:11][CH2:12][C:13]([F:16])([F:15])[F:14])=[N:4][CH:5]=1, predict the reactants needed to synthesize it. The reactants are: [CH3:1][C:2]1[C:3]([O:11][CH2:12][C:13]([F:16])([F:15])[F:14])=[N:4][CH:5]=[C:6]([CH:10]=1)[C:7]([OH:9])=O.Cl.[CH3:18][NH:19][O:20][CH3:21].CN(C(ON1N=NC2C=CC=CC1=2)=[N+](C)C)C.F[P-](F)(F)(F)(F)F.C(N(CC)CC)C.C(=O)([O-])O.[Na+]. (6) Given the product [ClH:39].[ClH:39].[CH2:36]([C:26]1[N:25]([CH2:24][C:21]2[CH:20]=[CH:19][C:18](/[CH:17]=[CH:16]/[CH2:15][N:11]3[CH2:12][CH2:13][O:14][CH:9]([CH2:8][NH2:7])[CH2:10]3)=[CH:23][CH:22]=2)[C:29]2=[N:30][C:31]([CH3:35])=[CH:32][C:33]([CH3:34])=[C:28]2[N:27]=1)[CH3:37], predict the reactants needed to synthesize it. The reactants are: C(OC(=O)[NH:7][CH2:8][CH:9]1[O:14][CH2:13][CH2:12][N:11]([CH2:15]/[CH:16]=[CH:17]/[C:18]2[CH:23]=[CH:22][C:21]([CH2:24][N:25]3[C:29]4=[N:30][C:31]([CH3:35])=[CH:32][C:33]([CH3:34])=[C:28]4[N:27]=[C:26]3[CH2:36][CH3:37])=[CH:20][CH:19]=2)[CH2:10]1)(C)(C)C.[ClH:39].